From a dataset of Forward reaction prediction with 1.9M reactions from USPTO patents (1976-2016). Predict the product of the given reaction. (1) The product is: [CH3:34][C:31]1([CH3:36])[CH2:30][CH2:29][CH:28]([C:15]2[CH:16]=[C:17]([N:20]3[CH2:25][CH2:24][CH2:23][C@H:22]([O:26][CH3:27])[CH2:21]3)[CH:18]=[CH:19][C:14]=2[N:11]2[CH2:10][CH2:9][NH:8][CH2:13][CH2:12]2)[CH2:33][CH2:32]1. Given the reactants C(OC([N:8]1[CH2:13][CH2:12][N:11]([C:14]2[CH:19]=[CH:18][C:17]([N:20]3[CH2:25][CH2:24][CH2:23][C@H:22]([O:26][CH3:27])[CH2:21]3)=[CH:16][C:15]=2[CH:28]2[CH2:33][CH2:32][C:31]([CH2:36]C)([CH2:34]C)[CH2:30][CH2:29]2)[CH2:10][CH2:9]1)=O)(C)(C)C.FC(F)(F)C(O)=O.C(=O)([O-])[O-].[K+].[K+], predict the reaction product. (2) Given the reactants [F:1][C:2]1[CH:3]=[C:4]([CH:12]=[CH:13][CH:14]=1)[NH:5][C:6]1[CH:11]=[CH:10][CH:9]=[CH:8][CH:7]=1.[Cl:15][C:16](Cl)([O:18]C(=O)OC(Cl)(Cl)Cl)Cl.N1C=CC=CC=1, predict the reaction product. The product is: [F:1][C:2]1[CH:3]=[C:4]([N:5]([C:6]2[CH:11]=[CH:10][CH:9]=[CH:8][CH:7]=2)[C:16]([Cl:15])=[O:18])[CH:12]=[CH:13][CH:14]=1. (3) Given the reactants C(O)C.C(O)(=O)C.[CH3:8][N:9]([CH2:11][C:12]1[CH:13]=[C:14]([CH:43]=[CH:44][CH:45]=1)[CH2:15][N:16]1[CH2:25][CH2:24][C:23]2[C:18](=[CH:19][C:20]([N+:39]([O-])=O)=[C:21]([N:26]3[CH2:31][CH2:30][N:29]([C:32]4[CH:37]=[CH:36][CH:35]=[CH:34][C:33]=4[CH3:38])[CH2:28][CH2:27]3)[CH:22]=2)[C:17]1=[O:42])[CH3:10], predict the reaction product. The product is: [NH2:39][C:20]1[CH:19]=[C:18]2[C:23]([CH2:24][CH2:25][N:16]([CH2:15][C:14]3[CH:43]=[CH:44][CH:45]=[C:12]([CH2:11][N:9]([CH3:10])[CH3:8])[CH:13]=3)[C:17]2=[O:42])=[CH:22][C:21]=1[N:26]1[CH2:27][CH2:28][N:29]([C:32]2[CH:37]=[CH:36][CH:35]=[CH:34][C:33]=2[CH3:38])[CH2:30][CH2:31]1. (4) Given the reactants [N:1]1[CH:6]=[CH:5][CH:4]=[CH:3][C:2]=1[C:7]1[S:11][C:10]([CH2:12][OH:13])=[N:9][N:8]=1, predict the reaction product. The product is: [N:1]1[CH:6]=[CH:5][CH:4]=[CH:3][C:2]=1[C:7]1[S:11][C:10]([CH:12]=[O:13])=[N:9][N:8]=1. (5) The product is: [Br:1][C:2]1[CH:7]=[C:6]([F:8])[CH:5]=[CH:4][C:3]=1[O:9][CH2:12][CH:13]([O:14][CH3:15])[CH3:16]. Given the reactants [Br:1][C:2]1[CH:7]=[C:6]([F:8])[CH:5]=[CH:4][C:3]=1[OH:9].BrC[CH2:12][CH2:13][O:14][CH3:15].[C:16](#N)C, predict the reaction product.